This data is from Full USPTO retrosynthesis dataset with 1.9M reactions from patents (1976-2016). The task is: Predict the reactants needed to synthesize the given product. (1) Given the product [Cl:1][C:2]1[C:3]([NH:11][C:12]2[CH:17]=[CH:16][C:15]([I:18])=[CH:14][C:13]=2[F:19])=[C:4]([CH:8]=[CH:9][N:10]=1)[C:5]([NH2:24])=[O:6], predict the reactants needed to synthesize it. The reactants are: [Cl:1][C:2]1[C:3]([NH:11][C:12]2[CH:17]=[CH:16][C:15]([I:18])=[CH:14][C:13]=2[F:19])=[C:4]([CH:8]=[CH:9][N:10]=1)[C:5](O)=[O:6].C([O-])(=O)C.[NH4+:24]. (2) Given the product [F:27][C:24]([F:25])([F:26])[C:23]([C:20]1[CH:21]=[CH:22][C:17]([CH2:16][N:13]2[CH2:14][CH2:15][N:10]([C:8]([C:5]3[CH:6]=[CH:7][C:2]([NH:1][C:45]([NH:44][C:41]4[CH:42]=[CH:43][N:38]=[CH:39][CH:40]=4)=[O:46])=[C:3]([O:33][C:34]([F:36])([F:37])[F:35])[CH:4]=3)=[O:9])[CH2:11][CH2:12]2)=[CH:18][CH:19]=1)([OH:32])[C:28]([F:29])([F:30])[F:31], predict the reactants needed to synthesize it. The reactants are: [NH2:1][C:2]1[CH:7]=[CH:6][C:5]([C:8]([N:10]2[CH2:15][CH2:14][N:13]([CH2:16][C:17]3[CH:22]=[CH:21][C:20]([C:23]([OH:32])([C:28]([F:31])([F:30])[F:29])[C:24]([F:27])([F:26])[F:25])=[CH:19][CH:18]=3)[CH2:12][CH2:11]2)=[O:9])=[CH:4][C:3]=1[O:33][C:34]([F:37])([F:36])[F:35].[N:38]1[CH:43]=[CH:42][C:41]([NH:44][C:45](=O)[O:46]C2C=CC=CC=2)=[CH:40][CH:39]=1. (3) Given the product [OH:15][C:16]1[CH:26]=[CH:25][CH:24]=[C:18]2[C:17]=1[C:22](=[O:21])[N:1]([CH2:2][CH:3]([C:9]1([CH3:14])[O:10][CH2:11][CH2:12][O:13]1)[C:4]([O:6][CH2:7][CH3:8])=[O:5])[C:19]2=[O:20], predict the reactants needed to synthesize it. The reactants are: [NH2:1][CH2:2][CH:3]([C:9]1([CH3:14])[O:13][CH2:12][CH2:11][O:10]1)[C:4]([O:6][CH2:7][CH3:8])=[O:5].[OH:15][C:16]1[CH:26]=[CH:25][CH:24]=[C:18]2[C:19]([O:21][C:22](=O)[C:17]=12)=[O:20]. (4) Given the product [Br:1][C:2]1[CH:3]=[C:4]([CH:7]=[C:8]([Br:10])[CH:9]=1)[CH2:5][NH:21][C@@H:11]1[C:20]2[C:15](=[CH:16][CH:17]=[CH:18][CH:19]=2)[CH2:14][CH2:13][CH2:12]1, predict the reactants needed to synthesize it. The reactants are: [Br:1][C:2]1[CH:3]=[C:4]([CH:7]=[C:8]([Br:10])[CH:9]=1)[CH:5]=O.[C@@H:11]1([NH2:21])[C:20]2[C:15](=[CH:16][CH:17]=[CH:18][CH:19]=2)[CH2:14][CH2:13][CH2:12]1. (5) Given the product [N:29]1([C:26]([C@H:24]2[CH2:23][CH2:22][C:21]3[C:14]4[C:13]([NH:12][C:4]5[CH:5]=[C:6]6[CH:11]=[N:10][NH:9][C:7]6=[N:8][C:3]=5[O:2][CH3:1])=[N:18][CH:17]=[N:16][C:15]=4[S:19][C:20]=3[CH2:25]2)=[O:27])[CH2:32][CH2:31][CH2:30]1, predict the reactants needed to synthesize it. The reactants are: [CH3:1][O:2][C:3]1[N:8]=[C:7]2[NH:9][N:10]=[CH:11][C:6]2=[CH:5][C:4]=1[NH:12][C:13]1[C:14]2[C:21]3[CH2:22][CH2:23][C@H:24]([C:26](O)=[O:27])[CH2:25][C:20]=3[S:19][C:15]=2[N:16]=[CH:17][N:18]=1.[NH:29]1[CH2:32][CH2:31][CH2:30]1. (6) Given the product [CH3:1][O:2][C:3]1[CH:4]=[C:5]([OH:14])[C:6]([CH3:13])=[C:7]([OH:9])[CH:8]=1, predict the reactants needed to synthesize it. The reactants are: [CH3:1][O:2][C:3]1[CH:4]=[C:5]([O:14]COC)[C:6]([CH3:13])=[C:7]([O:9]COC)[CH:8]=1.Cl.O.